This data is from Catalyst prediction with 721,799 reactions and 888 catalyst types from USPTO. The task is: Predict which catalyst facilitates the given reaction. Reactant: Br[C:2]1[CH:10]=[CH:9][CH:8]=[C:7]2[C:3]=1[C:4]([CH3:21])=[CH:5][N:6]2[S:11]([C:14]1[CH:20]=[CH:19][C:17]([CH3:18])=[CH:16][CH:15]=1)(=[O:13])=[O:12].[CH3:22][C:23]1([CH3:39])[C:27]([CH3:29])([CH3:28])[O:26][B:25]([B:25]2[O:26][C:27]([CH3:29])([CH3:28])[C:23]([CH3:39])([CH3:22])[O:24]2)[O:24]1.C([O-])(=O)C.[K+].C(Cl)Cl. Product: [CH3:21][C:4]1[C:3]2[C:7](=[CH:8][CH:9]=[CH:10][C:2]=2[B:25]2[O:26][C:27]([CH3:29])([CH3:28])[C:23]([CH3:39])([CH3:22])[O:24]2)[N:6]([S:11]([C:14]2[CH:20]=[CH:19][C:17]([CH3:18])=[CH:16][CH:15]=2)(=[O:13])=[O:12])[CH:5]=1. The catalyst class is: 418.